This data is from Reaction yield outcomes from USPTO patents with 853,638 reactions. The task is: Predict the reaction yield, written as a fraction of the theoretical maximum amount of product (1.0 means a 100% yield; for example, 0.34 means a 34% yield). (1) The reactants are [C:1]([NH:4][C:5]1[CH:13]=[CH:12][CH:11]=[C:10]2[C:6]=1[C:7](=[O:35])[N:8]([CH:15]([C:20]1[CH:25]=[CH:24][C:23]([O:26][CH:27]([F:29])[F:28])=[C:22]([O:30][CH2:31][CH:32]3[CH2:34][CH2:33]3)[CH:21]=1)[CH2:16][C:17](O)=[O:18])[C:9]2=[O:14])(=[O:3])[CH3:2].[C:36](N1C=CN=C1)([N:38]1C=CN=[CH:39]1)=O.CNC.O. The catalyst is O1CCCC1. The product is [C:1]([NH:4][C:5]1[CH:13]=[CH:12][CH:11]=[C:10]2[C:6]=1[C:7](=[O:35])[N:8]([CH:15]([C:20]1[CH:25]=[CH:24][C:23]([O:26][CH:27]([F:28])[F:29])=[C:22]([O:30][CH2:31][CH:32]3[CH2:34][CH2:33]3)[CH:21]=1)[CH2:16][C:17]([N:38]([CH3:39])[CH3:36])=[O:18])[C:9]2=[O:14])(=[O:3])[CH3:2]. The yield is 0.300. (2) The catalyst is C(COC)OC.[Pd]. The reactants are Br[C:2]1[CH:7]=[CH:6][C:5]([N:8]([CH2:13][C:14]([OH:16])=[O:15])[S:9]([CH3:12])(=[O:11])=[O:10])=[CH:4][CH:3]=1.[C:17]([C:19]1[CH:24]=[CH:23][C:22](B(O)O)=[CH:21][CH:20]=1)#[N:18].C(=O)([O-])[O-].[Na+].[Na+]. The product is [C:17]([C:19]1[CH:24]=[CH:23][C:22]([C:2]2[CH:7]=[CH:6][C:5]([N:8]([CH2:13][C:14]([OH:16])=[O:15])[S:9]([CH3:12])(=[O:11])=[O:10])=[CH:4][CH:3]=2)=[CH:21][CH:20]=1)#[N:18]. The yield is 0.0500. (3) The reactants are [CH3:1][C:2]1[NH:11][C:10](=[O:12])[C:9]2[C:4](=[CH:5][CH:6]=[CH:7][CH:8]=2)[N:3]=1.Br[CH2:14][CH2:15][O:16][C:17]1[CH:24]=[CH:23][C:20]([CH:21]=[O:22])=[CH:19][CH:18]=1.C([O-])([O-])=O.[K+].[K+]. No catalyst specified. The product is [CH3:1][C:2]1[N:11]([CH2:14][CH2:15][O:16][C:17]2[CH:24]=[CH:23][C:20]([CH:21]=[O:22])=[CH:19][CH:18]=2)[C:10](=[O:12])[C:9]2[C:4](=[CH:5][CH:6]=[CH:7][CH:8]=2)[N:3]=1. The yield is 0.390. (4) The reactants are [F:1][C:2]([F:11])([F:10])[C:3]1([CH2:8][OH:9])[CH2:7][CH2:6][CH2:5][CH2:4]1.CC(C)([O-])C.[K+].[Cl:18][C:19]1[C:20](F)=[CH:21][C:22]([F:28])=[C:23]([CH:27]=1)[C:24]([OH:26])=[O:25].Cl. The catalyst is CS(C)=O. The product is [Cl:18][C:19]1[C:20]([O:9][CH2:8][C:3]2([C:2]([F:10])([F:11])[F:1])[CH2:7][CH2:6][CH2:5][CH2:4]2)=[CH:21][C:22]([F:28])=[C:23]([CH:27]=1)[C:24]([OH:26])=[O:25]. The yield is 0.880. (5) The reactants are C[O:2][C:3](=[O:32])[CH2:4][C:5]1[CH:10]=[CH:9][C:8]([C:11]#[C:12][C:13]2[CH:22]=[C:21]([O:23][CH3:24])[C:20]3[CH:19]([N:25]([CH:27]4[CH2:29][CH2:28]4)[CH3:26])[CH2:18][CH2:17][C:16]([CH3:31])([CH3:30])[C:15]=3[CH:14]=2)=[CH:7][CH:6]=1.[OH-].[Li+]. The catalyst is CO.O1CCCC1. The product is [CH:27]1([N:25]([CH3:26])[CH:19]2[CH2:18][CH2:17][C:16]([CH3:31])([CH3:30])[C:15]3[CH:14]=[C:13]([C:12]#[C:11][C:8]4[CH:7]=[CH:6][C:5]([CH2:4][C:3]([OH:32])=[O:2])=[CH:10][CH:9]=4)[CH:22]=[C:21]([O:23][CH3:24])[C:20]2=3)[CH2:28][CH2:29]1. The yield is 0.600. (6) No catalyst specified. The reactants are [CH2:1]([O:3][C:4]([C:6]1[CH:7]=[N:8][C:9]2[C:14]([C:15]=1Cl)=[CH:13][CH:12]=[CH:11][C:10]=2[O:17][CH3:18])=[O:5])[CH3:2].[CH2:19]([NH2:23])[CH:20]([CH3:22])[CH3:21]. The yield is 1.00. The product is [CH2:1]([O:3][C:4]([C:6]1[CH:7]=[N:8][C:9]2[C:14]([C:15]=1[NH:23][CH2:19][CH:20]([CH3:22])[CH3:21])=[CH:13][CH:12]=[CH:11][C:10]=2[O:17][CH3:18])=[O:5])[CH3:2]. (7) The reactants are C(=O)([O-])[O-].[K+].[K+].[Cl:7][C:8]1[S:12][C:11]([N:13](CC2C=CC(OC)=CC=2OC)[S:14]([C:17]2[CH:22]=[C:21]([F:23])[C:20](F)=[CH:19][C:18]=2[F:25])(=[O:16])=[O:15])=[N:10][CH:9]=1.[OH:37][C:38]1[CH:45]=[CH:44][C:41]([C:42]#[N:43])=[CH:40][C:39]=1[I:46]. The catalyst is CS(C)=O.C(OCC)(=O)C. The product is [Cl:7][C:8]1[S:12][C:11]([NH:13][S:14]([C:17]2[CH:22]=[C:21]([F:23])[C:20]([O:37][C:38]3[CH:45]=[CH:44][C:41]([C:42]#[N:43])=[CH:40][C:39]=3[I:46])=[CH:19][C:18]=2[F:25])(=[O:15])=[O:16])=[N:10][CH:9]=1. The yield is 0.350. (8) The reactants are [C:1]([C:5]1[CH:15]=[CH:14][CH:13]=[CH:12][C:6]=1[O:7][CH:8]1[CH2:11][NH:10][CH2:9]1)([CH3:4])([CH3:3])[CH3:2].[CH2:16]([N:18]=[C:19]=[O:20])[CH3:17]. The product is [C:1]([C:5]1[CH:15]=[CH:14][CH:13]=[CH:12][C:6]=1[O:7][CH:8]1[CH2:9][N:10]([C:19]([NH:18][CH2:16][CH3:17])=[O:20])[CH2:11]1)([CH3:4])([CH3:2])[CH3:3]. The catalyst is N1C=CC=CC=1. The yield is 0.530. (9) The reactants are [ClH:1].[CH3:2][O:3][C:4]1[CH:5]=[C:6](/[C:12](=[CH:15]/[C:16]2[O:17][C:18]([N:21]3[CH2:26][CH2:25][N:24]([CH2:27][CH2:28][OH:29])[CH2:23][CH2:22]3)=[CH:19][CH:20]=2)/[C:13]#[N:14])[CH:7]=[CH:8][C:9]=1[O:10][CH3:11]. No catalyst specified. The product is [ClH:1].[CH3:2][O:3][C:4]1[CH:5]=[C:6](/[C:12](=[CH:15]/[C:16]2[O:17][C:18]([N:21]3[CH2:26][CH2:25][N:24]([CH2:27][CH2:28][OH:29])[CH2:23][CH2:22]3)=[CH:19][CH:20]=2)/[C:13]#[N:14])[CH:7]=[CH:8][C:9]=1[O:10][CH3:11]. The yield is 0.900.